This data is from Tyrosyl-DNA phosphodiesterase HTS with 341,365 compounds. The task is: Binary Classification. Given a drug SMILES string, predict its activity (active/inactive) in a high-throughput screening assay against a specified biological target. The molecule is n1(ncc2c1nc(nc2c1ccccc1)N(C)C)Cc1ccccc1. The result is 1 (active).